Predict which catalyst facilitates the given reaction. From a dataset of Catalyst prediction with 721,799 reactions and 888 catalyst types from USPTO. (1) Reactant: [CH2:1]1[C:9]2[C:4](=[CH:5][C:6]([NH:10][C:11]([N:13]3[CH2:18][CH2:17][N:16]([C:19]4[N:24]=[C:23](S(C)(=O)=O)[N:22]=[C:21]5[N:29]([CH3:32])[N:30]=[CH:31][C:20]=45)[C@@H:15]([CH3:33])[CH2:14]3)=[O:12])=[CH:7][CH:8]=2)[CH2:3][CH2:2]1.[CH3:34][O-:35].[Na+]. Product: [CH2:1]1[C:9]2[C:4](=[CH:5][C:6]([NH:10][C:11]([N:13]3[CH2:18][CH2:17][N:16]([C:19]4[N:24]=[C:23]([O:35][CH3:34])[N:22]=[C:21]5[N:29]([CH3:32])[N:30]=[CH:31][C:20]=45)[C@@H:15]([CH3:33])[CH2:14]3)=[O:12])=[CH:7][CH:8]=2)[CH2:3][CH2:2]1. The catalyst class is: 5. (2) Reactant: [Br:1][C:2]1[CH:7]=[CH:6][C:5]([O:8][CH2:9][CH3:10])=[C:4]([CH2:11]Br)[CH:3]=1.[C-:13]#[N:14].[K+]. Product: [Br:1][C:2]1[CH:7]=[CH:6][C:5]([O:8][CH2:9][CH3:10])=[C:4]([CH2:11][C:13]#[N:14])[CH:3]=1. The catalyst class is: 3.